From a dataset of Full USPTO retrosynthesis dataset with 1.9M reactions from patents (1976-2016). Predict the reactants needed to synthesize the given product. (1) Given the product [C:16]1([C:22]([C:2]2[N:7]=[C:6]3[S:8][C:9]([C:11]([O:13][CH2:14][CH3:15])=[O:12])=[N:10][C:5]3=[CH:4][CH:3]=2)=[CH2:23])[CH:21]=[CH:20][CH:19]=[CH:18][CH:17]=1, predict the reactants needed to synthesize it. The reactants are: Cl[C:2]1[N:7]=[C:6]2[S:8][C:9]([C:11]([O:13][CH2:14][CH3:15])=[O:12])=[N:10][C:5]2=[CH:4][CH:3]=1.[C:16]1([C:22](B(O)O)=[CH2:23])[CH:21]=[CH:20][CH:19]=[CH:18][CH:17]=1.C(=O)([O-])[O-].[Cs+].[Cs+].C1(P(C2CCCCC2)C2C=CC=CC=2C2C(OC)=CC=CC=2OC)CCCCC1. (2) Given the product [NH2:1][C:2]1[N:6]([CH3:7])[C:5](=[O:8])[C:4]([C:19]2[CH:20]=[CH:21][C:22]([O:25][CH:26]([F:28])[F:27])=[CH:23][CH:24]=2)([C:9]2[CH:14]=[CH:13][C:12]([F:36])=[C:11]([C:15]#[C:16][CH2:17][F:18])[CH:10]=2)[N:3]=1, predict the reactants needed to synthesize it. The reactants are: [NH2:1][C:2]1[N:6]([CH3:7])[C:5](=[O:8])[C:4]([C:19]2[CH:24]=[CH:23][C:22]([O:25][CH:26]([F:28])[F:27])=[CH:21][CH:20]=2)([C:9]2[CH:14]=[CH:13][CH:12]=[C:11]([C:15]#[C:16][CH2:17][F:18])[CH:10]=2)[N:3]=1.BrC1C=C(C(=O)C(C2C=CC(OC(F)F)=CC=2)=O)C=CC=1[F:36].C(O)C#C. (3) The reactants are: [C:1]([O:5][C:6](=[O:35])[NH:7][C:8]1([C:12]2[CH:17]=[CH:16][C:15]([C:18]3[C:19]([C:29]4[CH:34]=[CH:33][CH:32]=[CH:31][CH:30]=4)=[CH:20][C:21]4[NH:22][C:23](=[O:28])NC[C:26]=4[N:27]=3)=[CH:14][CH:13]=2)[CH2:11][CH2:10][CH2:9]1)([CH3:4])([CH3:3])[CH3:2].C(=O)([O-])[O-].[K+].[K+].[CH3:42]I.C(=O)(O)[O-].[Na+].C[N:50]([CH:52]=O)C. Given the product [CH3:42][CH:52]1[NH:50][C:26]2[N:27]=[C:18]([C:15]3[CH:14]=[CH:13][C:12]([C:8]4([NH:7][C:6](=[O:35])[O:5][C:1]([CH3:2])([CH3:4])[CH3:3])[CH2:9][CH2:10][CH2:11]4)=[CH:17][CH:16]=3)[C:19]([C:29]3[CH:30]=[CH:31][CH:32]=[CH:33][CH:34]=3)=[CH:20][C:21]=2[NH:22][C:23]1=[O:28], predict the reactants needed to synthesize it. (4) The reactants are: C1(P(C2C=CC=CC=2)C2C=CC=CC=2)C=CC=CC=1.[C:20]([Cl:24])(Cl)(Cl)Cl.[C:25]1([S:31]([C:34]2[CH:39]=[CH:38][C:37](CO)=[CH:36][CH:35]=2)(=[O:33])=[O:32])[CH:30]=[CH:29][CH:28]=[CH:27][CH:26]=1. Given the product [C:25]1([S:31]([C:34]2[CH:39]=[CH:38][C:37]([CH2:20][Cl:24])=[CH:36][CH:35]=2)(=[O:33])=[O:32])[CH:26]=[CH:27][CH:28]=[CH:29][CH:30]=1, predict the reactants needed to synthesize it.